This data is from Forward reaction prediction with 1.9M reactions from USPTO patents (1976-2016). The task is: Predict the product of the given reaction. (1) The product is: [OH:23][NH:22][C:14](=[NH:15])[C:13]1[CH:16]=[CH:17][C:10]([N:7]2[CH2:6][CH2:5][N:4]([CH:1]([CH3:2])[CH3:3])[CH2:9][CH2:8]2)=[N:11][CH:12]=1. Given the reactants [CH:1]([N:4]1[CH2:9][CH2:8][N:7]([C:10]2[CH:17]=[CH:16][C:13]([C:14]#[N:15])=[CH:12][N:11]=2)[CH2:6][CH2:5]1)([CH3:3])[CH3:2].C(O)C.Cl.[NH2:22][OH:23].C(=O)([O-])[O-].[K+].[K+], predict the reaction product. (2) Given the reactants [F:1][C:2]1[CH:21]=[CH:20][C:5]2[C:6]([C:9]3[CH:14]=[CH:13][C:12]([O:15][CH2:16][C@H:17]4[CH2:19][O:18]4)=[CH:11][CH:10]=3)=[N:7][O:8][C:4]=2[CH:3]=1.[N:22]1[CH:27]=[CH:26][CH:25]=[CH:24][C:23]=1[N:28]1[CH2:33][CH2:32][NH:31][CH2:30][CH2:29]1, predict the reaction product. The product is: [F:1][C:2]1[CH:21]=[CH:20][C:5]2[C:6]([C:9]3[CH:10]=[CH:11][C:12]([O:15][CH2:16][C@H:17]([OH:18])[CH2:19][N:31]4[CH2:32][CH2:33][N:28]([C:23]5[CH:24]=[CH:25][CH:26]=[CH:27][N:22]=5)[CH2:29][CH2:30]4)=[CH:13][CH:14]=3)=[N:7][O:8][C:4]=2[CH:3]=1.